From a dataset of Reaction yield outcomes from USPTO patents with 853,638 reactions. Predict the reaction yield, written as a fraction of the theoretical maximum amount of product (1.0 means a 100% yield; for example, 0.34 means a 34% yield). (1) The reactants are [CH2:1]([N:5]1[C:10]2[NH:11][N:12]=[C:13]([NH:14][C:15]3[CH:20]=[CH:19][CH:18]=[CH:17][CH:16]=3)[C:9]=2[C:8](=[O:21])[N:7]([CH3:22])[C:6]1=[O:23])[CH:2]([CH3:4])[CH3:3].Br[CH2:25][C:26]1[CH:31]=[CH:30][C:29]([B:32]2[O:36][C:35]([CH3:38])([CH3:37])[C:34]([CH3:40])([CH3:39])[O:33]2)=[CH:28][CH:27]=1.C(=O)([O-])[O-].[K+].[K+]. The catalyst is CC(C)=O. The product is [CH2:1]([N:5]1[C:10]2=[N:11][N:12]([CH2:25][C:26]3[CH:27]=[CH:28][C:29]([B:32]4[O:33][C:34]([CH3:40])([CH3:39])[C:35]([CH3:38])([CH3:37])[O:36]4)=[CH:30][CH:31]=3)[C:13]([NH:14][C:15]3[CH:16]=[CH:17][CH:18]=[CH:19][CH:20]=3)=[C:9]2[C:8](=[O:21])[N:7]([CH3:22])[C:6]1=[O:23])[CH:2]([CH3:4])[CH3:3]. The yield is 0.380. (2) The reactants are [NH2:1][C:2]1[CH:3]=[N:4][CH:5]=[C:6]([Br:8])[CH:7]=1.[C:9](Cl)(=[O:14])[C:10]([CH3:13])([CH3:12])[CH3:11]. The catalyst is N1C=CC=CC=1. The product is [Br:8][C:6]1[CH:7]=[C:2]([NH:1][C:9](=[O:14])[C:10]([CH3:13])([CH3:12])[CH3:11])[CH:3]=[N:4][CH:5]=1. The yield is 0.731. (3) The yield is 1.00. The catalyst is C(O)C.[Pd]. The product is [ClH:16].[NH2:13][C:10]1[CH:11]=[CH:12][C:3]([O:2][CH3:1])=[C:4]([CH:9]=1)[C:5]([O:7][CH3:8])=[O:6]. The reactants are [CH3:1][O:2][C:3]1[CH:12]=[CH:11][C:10]([N+:13]([O-])=O)=[CH:9][C:4]=1[C:5]([O:7][CH3:8])=[O:6].[ClH:16]. (4) The catalyst is C1C=CC(P(C2C=CC=CC=2)[C-]2C=CC=C2)=CC=1.C1C=CC(P(C2C=CC=CC=2)[C-]2C=CC=C2)=CC=1.Cl[Pd]Cl.[Fe+2].COCCOC.O. The product is [CH2:19]([C:21]1[C:30]([C:2]2[S:6][C:5]([C:7]3[CH:8]=[CH:9][C:10]([O:15][CH:16]([CH3:18])[CH3:17])=[C:11]([CH:14]=3)[C:12]#[N:13])=[N:4][CH:3]=2)=[CH:29][CH:28]=[C:27]2[C:22]=1[CH2:23][CH2:24][N:25]=[CH:26]2)[CH3:20]. The yield is 0.522. The reactants are Br[C:2]1[S:6][C:5]([C:7]2[CH:8]=[CH:9][C:10]([O:15][CH:16]([CH3:18])[CH3:17])=[C:11]([CH:14]=2)[C:12]#[N:13])=[N:4][CH:3]=1.[CH2:19]([C:21]1[C:30](B2OC(C)(C)C(C)(C)O2)=[CH:29][CH:28]=[C:27]2[C:22]=1[CH2:23][CH2:24][N:25](C(=O)C(F)(F)F)[CH2:26]2)[CH3:20].C([O-])([O-])=O.[Na+].[Na+]. (5) The reactants are [NH2:1][C:2]1[CH:6]=[C:5]([C:7]2[CH:12]=[CH:11][C:10]([F:13])=[C:9]([F:14])[CH:8]=2)[S:4][C:3]=1[C:15]([NH:17][C:18]1([C:24]([O:26]C)=[O:25])[CH2:23][CH2:22][CH2:21][CH2:20][CH2:19]1)=[O:16].[N:28]([C:31]1[C:36]([CH3:37])=[CH:35][C:34]([CH3:38])=[CH:33][C:32]=1[CH3:39])=[C:29]=[O:30].CO. The catalyst is N1C=CC=CC=1. The product is [F:14][C:9]1[CH:8]=[C:7]([C:5]2[S:4][C:3]([C:15]([NH:17][C:18]3([C:24]([OH:26])=[O:25])[CH2:19][CH2:20][CH2:21][CH2:22][CH2:23]3)=[O:16])=[C:2]([NH:1][C:29]([NH:28][C:31]3[C:32]([CH3:39])=[CH:33][C:34]([CH3:38])=[CH:35][C:36]=3[CH3:37])=[O:30])[CH:6]=2)[CH:12]=[CH:11][C:10]=1[F:13]. The yield is 0.310. (6) The reactants are [CH3:1][O:2][C:3]1[CH:4]=[C:5]2[C:9](=[CH:10][CH:11]=1)[N:8]([CH3:12])[CH:7]=[C:6]2[C:13]1[N:22]([CH2:23][O:24][CH2:25][CH2:26][Si:27]([CH3:30])([CH3:29])[CH3:28])[C:16]2=[N:17][CH:18]=[C:19]([NH2:21])[N:20]=[C:15]2[CH:14]=1.Cl[CH2:32][CH:33]=O. The catalyst is CCO. The product is [CH3:1][O:2][C:3]1[CH:4]=[C:5]2[C:9](=[CH:10][CH:11]=1)[N:8]([CH3:12])[CH:7]=[C:6]2[C:13]1[N:22]([CH2:23][O:24][CH2:25][CH2:26][Si:27]([CH3:29])([CH3:28])[CH3:30])[C:16]2[N:17]=[CH:18][C:19]3[N:20]([CH:32]=[CH:33][N:21]=3)[C:15]=2[CH:14]=1. The yield is 0.950. (7) The reactants are [C:1]([O:5][C:6](=[O:22])[C:7](=[N:16][NH:17][C:18]([CH3:21])([CH3:20])[CH3:19])[C:8]1[C:9](F)=[N:10][C:11]([F:14])=[CH:12][CH:13]=1)([CH3:4])([CH3:3])[CH3:2].[H-].[Na+]. The catalyst is C1COCC1. The product is [C:1]([O:5][C:6]([C:7]1[C:8]2[C:9](=[N:10][C:11]([F:14])=[CH:12][CH:13]=2)[N:17]([C:18]([CH3:21])([CH3:20])[CH3:19])[N:16]=1)=[O:22])([CH3:4])([CH3:3])[CH3:2]. The yield is 0.560.